This data is from Peptide-MHC class I binding affinity with 185,985 pairs from IEDB/IMGT. The task is: Regression. Given a peptide amino acid sequence and an MHC pseudo amino acid sequence, predict their binding affinity value. This is MHC class I binding data. The MHC is HLA-A02:01 with pseudo-sequence HLA-A02:01. The peptide sequence is IANIHNHMI. The binding affinity (normalized) is 0.00511.